From a dataset of Forward reaction prediction with 1.9M reactions from USPTO patents (1976-2016). Predict the product of the given reaction. (1) Given the reactants [Cl:1][C:2]1[CH:3]=[C:4]([NH:9][C:10]([C:13]2[C:17]([CH2:18][O:19][Si:20]([CH:27]([CH3:29])[CH3:28])([CH:24]([CH3:26])[CH3:25])[CH:21]([CH3:23])[CH3:22])=[N:16][O:15][N:14]=2)=[N:11][OH:12])[CH:5]=[CH:6][C:7]=1[F:8].C1N=CN([C:35](N2C=NC=C2)=[O:36])C=1, predict the reaction product. The product is: [Cl:1][C:2]1[CH:3]=[C:4]([N:9]2[C:35](=[O:36])[O:12][N:11]=[C:10]2[C:13]2[C:17]([CH2:18][O:19][Si:20]([CH:24]([CH3:26])[CH3:25])([CH:27]([CH3:29])[CH3:28])[CH:21]([CH3:22])[CH3:23])=[N:16][O:15][N:14]=2)[CH:5]=[CH:6][C:7]=1[F:8]. (2) The product is: [O:1]=[C:2]1[N:8]([CH:9]2[CH2:14][CH2:13][N:12]([C:15]([O:17][C@@H:18]([C:30]([OH:32])=[O:31])[CH2:19][C:20]3[CH:25]=[CH:24][C:23]([CH2:26][CH3:27])=[C:22]([CH2:28][CH3:29])[CH:21]=3)=[O:16])[CH2:11][CH2:10]2)[CH2:7][CH2:6][C:5]2[CH:40]=[CH:41][CH:42]=[CH:43][C:4]=2[NH:3]1. Given the reactants [O:1]=[C:2]1[N:8]([CH:9]2[CH2:14][CH2:13][N:12]([C:15]([O:17][C@@H:18]([C:30]([O:32]CC3C=CC=CC=3)=[O:31])[CH2:19][C:20]3[CH:25]=[CH:24][C:23]([CH2:26][CH3:27])=[C:22]([CH2:28][CH3:29])[CH:21]=3)=[O:16])[CH2:11][CH2:10]2)[CH2:7][CH2:6][C:5]2[CH:40]=[CH:41][CH:42]=[CH:43][C:4]=2[NH:3]1.[H][H], predict the reaction product. (3) The product is: [F:2][C:3]1[CH:4]=[C:5]([S:9]([C:12]2[CH:13]=[C:14]3[C:19](=[CH:20][CH:21]=2)[C@H:18]([CH2:22][NH:23][S:24]([NH2:27])(=[O:26])=[O:25])[CH2:17][CH2:16][CH2:15]3)(=[O:11])=[O:10])[CH:6]=[CH:7][CH:8]=1. Given the reactants Cl.[F:2][C:3]1[CH:4]=[C:5]([S:9]([C:12]2[CH:13]=[C:14]3[C:19](=[CH:20][CH:21]=2)[CH:18]([CH2:22][NH2:23])[CH2:17][CH2:16][CH2:15]3)(=[O:11])=[O:10])[CH:6]=[CH:7][CH:8]=1.[S:24](N)([NH2:27])(=[O:26])=[O:25].O, predict the reaction product. (4) Given the reactants [Br:1][C:2]1[CH:3]=[C:4]([C:8]2[S:9][C:10]3[C:16]([C:17]4[CH:22]=[CH:21][C:20]([Cl:23])=[CH:19][CH:18]=4)=[C:15]([C@H:24]([O:28][C:29]([CH3:32])([CH3:31])[CH3:30])[C:25]([OH:27])=[O:26])[C:14]([CH3:33])=[CH:13][C:11]=3[N:12]=2)[CH:5]=[CH:6][CH:7]=1.C([O-])([O-])=O.[Cs+].[Cs+].[CH2:40](I)[CH3:41], predict the reaction product. The product is: [Br:1][C:2]1[CH:3]=[C:4]([C:8]2[S:9][C:10]3[C:16]([C:17]4[CH:22]=[CH:21][C:20]([Cl:23])=[CH:19][CH:18]=4)=[C:15]([C@H:24]([O:28][C:29]([CH3:30])([CH3:32])[CH3:31])[C:25]([O:27][CH2:40][CH3:41])=[O:26])[C:14]([CH3:33])=[CH:13][C:11]=3[N:12]=2)[CH:5]=[CH:6][CH:7]=1. (5) Given the reactants [C:1]([CH2:3][C@@H:4]([OH:16])[CH2:5][C:6](=[O:15])[CH2:7][C:8]([O:10][C:11]([CH3:14])([CH3:13])[CH3:12])=[O:9])#[N:2].CO.[BH4-].[Na+], predict the reaction product. The product is: [C:1]([CH2:3][C@@H:4]([OH:16])[CH2:5][C@@H:6]([OH:15])[CH2:7][C:8]([O:10][C:11]([CH3:12])([CH3:14])[CH3:13])=[O:9])#[N:2]. (6) Given the reactants [Cl:1][C:2]1[CH:7]=[CH:6][C:5]([N+:8]([O-:10])=[O:9])=[CH:4][C:3]=1[CH2:11][C:12]([OH:14])=O.C1N=CN(C(N2C=NC=C2)=O)C=1.Cl.[CH3:28][O:29][NH2:30], predict the reaction product. The product is: [Cl:1][C:2]1[CH:7]=[CH:6][C:5]([N+:8]([O-:10])=[O:9])=[CH:4][C:3]=1[CH2:11][C:12]([NH:30][O:29][CH3:28])=[O:14]. (7) Given the reactants C[Si](C)(C)[C:3]1[C:4]([NH:9]C#C)=[N:5][CH:6]=[CH:7][CH:8]=1.[F-].[CH2:15]([N+](CCCC)(CCCC)CCCC)[CH2:16]CC.O, predict the reaction product. The product is: [C:15]([C:3]1[C:4]([NH2:9])=[N:5][CH:6]=[CH:7][CH:8]=1)#[CH:16]. (8) Given the reactants [F:1][C:2]([F:8])(F)[S:3]([O-:6])(=[O:5])=[O:4].[CH:9]1([S:15][C:16]2[CH:21]=[CH:20][C:19]([S+:22]([C:29]3[CH:34]=[CH:33][CH:32]=[CH:31][CH:30]=3)[C:23]3[CH:28]=[CH:27][CH:26]=[CH:25][CH:24]=3)=[CH:18][CH:17]=2)[CH2:14][CH2:13][CH2:12][CH2:11][CH2:10]1.[F:35][C:36]([F:42])(F)S([O-])(=O)=O.ClCl.[CH3:45]O, predict the reaction product. The product is: [CH:29]12[CH2:45][CH:32]([CH2:31][CH2:30]1)[CH2:33][CH:34]2[C:36]([F:42])([F:35])[C:2]([F:8])([F:1])[S:3]([O-:6])(=[O:5])=[O:4].[CH:9]1([S:15][C:16]2[CH:21]=[CH:20][C:19]([S+:22]([C:29]3[CH:30]=[CH:31][CH:32]=[CH:33][CH:34]=3)[C:23]3[CH:24]=[CH:25][CH:26]=[CH:27][CH:28]=3)=[CH:18][CH:17]=2)[CH2:14][CH2:13][CH2:12][CH2:11][CH2:10]1.